The task is: Predict the reaction yield, written as a fraction of the theoretical maximum amount of product (1.0 means a 100% yield; for example, 0.34 means a 34% yield).. This data is from Reaction yield outcomes from USPTO patents with 853,638 reactions. (1) The reactants are Cl[CH:2]([C:8]([C:10]([F:13])([F:12])[F:11])=O)[C:3]([O:5][CH2:6][CH3:7])=[O:4].[NH2:14][C:15]([NH2:17])=[S:16]. The catalyst is C(O)C. The product is [CH2:6]([O:5][C:3]([C:2]1[S:16][C:15]([NH2:17])=[N:14][C:8]=1[C:10]([F:13])([F:12])[F:11])=[O:4])[CH3:7]. The yield is 0.750. (2) The reactants are [Mg].BrCCBr.Br[C:7]1[CH:12]=[CH:11][CH:10]=[C:9]([Br:13])[CH:8]=1.[C:14]([O:17][C@@H:18]1[C@@H:23]([O:24][C:25](=[O:27])[CH3:26])[C@H:22]([O:28][C:29](=[O:31])[CH3:30])[C@@H:21]([CH2:32][O:33][C:34](=[O:36])[CH3:35])[O:20][C@@H:19]1Br)(=[O:16])[CH3:15]. The catalyst is C(OCC)C.O. The product is [C:14]([O:17][C@@H:18]1[C@@H:23]([O:24][C:25](=[O:27])[CH3:26])[C@H:22]([O:28][C:29](=[O:31])[CH3:30])[C@@H:21]([CH2:32][O:33][C:34](=[O:36])[CH3:35])[O:20][C@H:19]1[C:7]1[CH:12]=[CH:11][CH:10]=[C:9]([Br:13])[CH:8]=1)(=[O:16])[CH3:15]. The yield is 0.450. (3) The reactants are [NH2:1][C:2]1[CH:7]=[CH:6][C:5]([C:8]2[N:9]=[C:10]([N:30]3[CH2:35][CH2:34][O:33][CH2:32][CH2:31]3)[C:11]3[N:16]=[N:15][N:14]([CH:17]4[CH2:22][CH2:21][N:20]([C:23]([O:25][C:26]([CH3:29])([CH3:28])[CH3:27])=[O:24])[CH2:19][CH2:18]4)[C:12]=3[N:13]=2)=[CH:4][CH:3]=1.[N:36]([C:39]([O:41][CH3:42])=[O:40])=[C:37]=[O:38]. The catalyst is C(Cl)Cl.CN(C1C=CN=CC=1)C. The product is [CH3:42][O:41][C:39]([NH:36][C:37]([NH:1][C:2]1[CH:3]=[CH:4][C:5]([C:8]2[N:9]=[C:10]([N:30]3[CH2:31][CH2:32][O:33][CH2:34][CH2:35]3)[C:11]3[N:16]=[N:15][N:14]([CH:17]4[CH2:18][CH2:19][N:20]([C:23]([O:25][C:26]([CH3:29])([CH3:27])[CH3:28])=[O:24])[CH2:21][CH2:22]4)[C:12]=3[N:13]=2)=[CH:6][CH:7]=1)=[O:38])=[O:40]. The yield is 0.230. (4) The reactants are [CH3:1][N:2]1[C:10]2[CH:9]=[C:8]3[O:11][CH2:12][CH2:13][O:14][C:7]3=[CH:6][C:5]=2[CH2:4][C:3]1=[O:15].[H-].[Na+].F[C:19]1[CH:24]=[CH:23][CH:22]=[CH:21][C:20]=1[N+:25]([O-:27])=[O:26].Cl. The catalyst is CN(C)C=O. The product is [CH3:1][N:2]1[C:10]2[CH:9]=[C:8]3[O:11][CH2:12][CH2:13][O:14][C:7]3=[CH:6][C:5]=2[CH:4]([C:19]2[CH:24]=[CH:23][CH:22]=[CH:21][C:20]=2[N+:25]([O-:27])=[O:26])[C:3]1=[O:15]. The yield is 0.240.